From a dataset of Full USPTO retrosynthesis dataset with 1.9M reactions from patents (1976-2016). Predict the reactants needed to synthesize the given product. (1) Given the product [F:30][C@@H:31]1[CH2:35][CH2:34][N:33]([C@@H:6]([CH3:28])[CH2:7][O:8][C:9]([C:22]2[CH:27]=[CH:26][CH:25]=[CH:24][CH:23]=2)([C:16]2[CH:17]=[CH:18][CH:19]=[CH:20][CH:21]=2)[C:10]2[CH:11]=[CH:12][CH:13]=[CH:14][CH:15]=2)[CH2:32]1, predict the reactants needed to synthesize it. The reactants are: CS(O[C@H:6]([CH3:28])[CH2:7][O:8][C:9]([C:22]1[CH:27]=[CH:26][CH:25]=[CH:24][CH:23]=1)([C:16]1[CH:21]=[CH:20][CH:19]=[CH:18][CH:17]=1)[C:10]1[CH:15]=[CH:14][CH:13]=[CH:12][CH:11]=1)(=O)=O.Cl.[F:30][C@@H:31]1[CH2:35][CH2:34][NH:33][CH2:32]1.C([O-])([O-])=O.[K+].[K+]. (2) Given the product [CH2:1]([N:5]1[C:10]2=[N:11][N:12]([CH2:23][C:24]3[C:32]4[C:27](=[CH:28][CH:29]=[C:30]([CH3:33])[CH:31]=4)[NH:26][CH:25]=3)[C:13]([C:14]3[N:18]([CH3:19])[CH:17]=[C:16]([C:20]([NH:39][CH3:38])=[O:22])[CH:15]=3)=[C:9]2[C:8](=[O:34])[N:7]([CH3:35])[C:6]1=[O:36])[CH:2]([CH3:3])[CH3:4], predict the reactants needed to synthesize it. The reactants are: [CH2:1]([N:5]1[C:10]2=[N:11][N:12]([CH2:23][C:24]3[C:32]4[C:27](=[CH:28][CH:29]=[C:30]([CH3:33])[CH:31]=4)[NH:26][CH:25]=3)[C:13]([C:14]3[N:18]([CH3:19])[CH:17]=[C:16]([C:20]([OH:22])=O)[CH:15]=3)=[C:9]2[C:8](=[O:34])[N:7]([CH3:35])[C:6]1=[O:36])[CH:2]([CH3:4])[CH3:3].N.[C:38](P(=O)(OCC)OCC)#[N:39]. (3) The reactants are: [Cl:1][C:2]1[C:7]([O:8][CH3:9])=[CH:6][C:5]([O:10][CH3:11])=[C:4]([Cl:12])[C:3]=1[C:13]1[CH:14]=[C:15]2[C:20](=[CH:21][CH:22]=1)[N:19]=[C:18]([NH:23][C@@H:24]1[CH2:28][NH:27][CH2:26][C@@H:25]1[NH:29][C:30](=[O:33])[CH:31]=[CH2:32])[N:17]=[CH:16]2.CCN(C(C)C)C(C)C.[C:43](Cl)(=[O:45])[CH3:44]. Given the product [C:43]([N:27]1[CH2:28][C@@H:24]([NH:23][C:18]2[N:17]=[CH:16][C:15]3[C:20](=[CH:21][CH:22]=[C:13]([C:3]4[C:2]([Cl:1])=[C:7]([O:8][CH3:9])[CH:6]=[C:5]([O:10][CH3:11])[C:4]=4[Cl:12])[CH:14]=3)[N:19]=2)[C@@H:25]([NH:29][C:30](=[O:33])[CH:31]=[CH2:32])[CH2:26]1)(=[O:45])[CH3:44], predict the reactants needed to synthesize it. (4) The reactants are: [CH:1]1[C:10]2[C:11]3[CH2:17][CH2:16][NH:15][CH2:14][CH2:13][C:12]=3[N:8]3[C:9]=2[C:4]([CH2:5][CH2:6][CH2:7]3)=[CH:3][CH:2]=1.[BH3-]C#N.[Na+].Cl.[C:23](O[C:23]([O:25][C:26]([CH3:29])([CH3:28])[CH3:27])=[O:24])([O:25][C:26]([CH3:29])([CH3:28])[CH3:27])=[O:24]. Given the product [CH:1]1[C:10]2[CH:11]3[CH2:17][CH2:16][N:15]([C:23]([O:25][C:26]([CH3:29])([CH3:28])[CH3:27])=[O:24])[CH2:14][CH2:13][CH:12]3[N:8]3[C:9]=2[C:4]([CH2:5][CH2:6][CH2:7]3)=[CH:3][CH:2]=1, predict the reactants needed to synthesize it. (5) Given the product [C:1]([O:5][C:6]([N:8]1[CH2:13][C@H:12]([CH2:14][N:27]2[CH2:28][CH2:29][C@H:25]([F:24])[CH2:26]2)[N:11]([CH2:16][C:17]2[CH:22]=[CH:21][CH:20]=[CH:19][CH:18]=2)[CH2:10][C@H:9]1[CH3:23])=[O:7])([CH3:4])([CH3:3])[CH3:2], predict the reactants needed to synthesize it. The reactants are: [C:1]([O:5][C:6]([N:8]1[CH2:13][C@H:12]([CH2:14]Cl)[N:11]([CH2:16][C:17]2[CH:22]=[CH:21][CH:20]=[CH:19][CH:18]=2)[CH2:10][C@H:9]1[CH3:23])=[O:7])([CH3:4])([CH3:3])[CH3:2].[F:24][C@H:25]1[CH2:29][CH2:28][NH:27][CH2:26]1. (6) Given the product [Cl:27][C:28]1[N:32]2[CH:33]=[CH:34][C:35]([O:37][CH3:38])=[CH:36][C:31]2=[N:30][C:29]=1[CH2:39][C@@H:40]1[CH2:45][CH2:44][CH2:43][CH2:42][N:41]1[C:7]([C:5]1[N:6]=[C:2]([CH3:1])[S:3][C:4]=1[C:10]1[CH:15]=[CH:14][CH:13]=[CH:12][CH:11]=1)=[O:9], predict the reactants needed to synthesize it. The reactants are: [CH3:1][C:2]1[S:3][C:4]([C:10]2[CH:15]=[CH:14][CH:13]=[CH:12][CH:11]=2)=[C:5]([C:7]([OH:9])=O)[N:6]=1.CN(C=O)C.C(Cl)(=O)C(Cl)=O.[Cl:27][C:28]1[N:32]2[CH:33]=[CH:34][C:35]([O:37][CH3:38])=[CH:36][C:31]2=[N:30][C:29]=1[CH2:39][C@@H:40]1[CH2:45][CH2:44][CH2:43][CH2:42][NH:41]1. (7) Given the product [CH3:1][O:2][C:3]1[CH:21]=[CH:20][C:6]([C:7]([C:9]2[C:18](=[O:19])[C:17]3[C:12](=[CH:13][CH:14]=[CH:15][CH:16]=3)[N:11]([CH2:24][C:25]3[N:30]=[C:29]([C:31]#[N:32])[CH:28]=[CH:27][CH:26]=3)[CH:10]=2)=[O:8])=[CH:5][C:4]=1[CH3:22], predict the reactants needed to synthesize it. The reactants are: [CH3:1][O:2][C:3]1[CH:21]=[CH:20][C:6]([C:7]([C:9]2[C:18](=[O:19])[C:17]3[C:12](=[CH:13][CH:14]=[CH:15][CH:16]=3)[NH:11][CH:10]=2)=[O:8])=[CH:5][C:4]=1[CH3:22].Br[CH2:24][C:25]1[N:30]=[C:29]([C:31]#[N:32])[CH:28]=[CH:27][CH:26]=1.